From a dataset of HIV replication inhibition screening data with 41,000+ compounds from the AIDS Antiviral Screen. Binary Classification. Given a drug SMILES string, predict its activity (active/inactive) in a high-throughput screening assay against a specified biological target. (1) The molecule is O=C1C(=NN(C(=O)c2ccccc2)c2ccccc2)c2cccc3cccc1c23. The result is 0 (inactive). (2) The molecule is COC12C(COC(=O)NCCO)C3=C(C(=O)C(C)=C(N)C3=O)N1CC1NC12. The result is 0 (inactive). (3) The molecule is O=S(=O)(O)c1ccc2c(N=Nc3ccc(S(=O)(=O)O)c4ccccc34)c(O)c(S(=O)(=O)O)cc2c1. The result is 0 (inactive). (4) The drug is COc1cc(CNNC(N)=S)cc(OC)c1OC. The result is 0 (inactive).